From a dataset of Forward reaction prediction with 1.9M reactions from USPTO patents (1976-2016). Predict the product of the given reaction. Given the reactants [Cl:1][C:2]1[N:7]=[C:6]([NH2:8])[CH:5]=[CH:4][N:3]=1.[H-].[Na+].[C:11](Cl)(=[O:14])[O:12][CH3:13], predict the reaction product. The product is: [CH3:13][O:12][C:11](=[O:14])[NH:8][C:6]1[CH:5]=[CH:4][N:3]=[C:2]([Cl:1])[N:7]=1.